From a dataset of Reaction yield outcomes from USPTO patents with 853,638 reactions. Predict the reaction yield, written as a fraction of the theoretical maximum amount of product (1.0 means a 100% yield; for example, 0.34 means a 34% yield). (1) The reactants are [Cl:1][C:2]1[CH:3]=[CH:4][C:5]([CH3:44])=[C:6]([C@@H:8]([C@@H:17]2[CH2:22][CH2:21][CH2:20][N:19]([C:23](=[O:43])[NH:24][CH2:25][C@@H:26]([N:34](C(OC(C)(C)C)=O)[CH3:35])[CH2:27][C@H:28]3[CH2:33][CH2:32][CH2:31][O:30][CH2:29]3)[CH2:18]2)[O:9][CH2:10][CH2:11][NH:12][C:13](=[O:16])[O:14][CH3:15])[CH:7]=1.C(O)(C(F)(F)F)=O.C(Cl)Cl. No catalyst specified. The product is [Cl:1][C:2]1[CH:3]=[CH:4][C:5]([CH3:44])=[C:6]([C@@H:8]([C@@H:17]2[CH2:22][CH2:21][CH2:20][N:19]([C:23](=[O:43])[NH:24][CH2:25][C@@H:26]([NH:34][CH3:35])[CH2:27][C@H:28]3[CH2:33][CH2:32][CH2:31][O:30][CH2:29]3)[CH2:18]2)[O:9][CH2:10][CH2:11][NH:12][C:13](=[O:16])[O:14][CH3:15])[CH:7]=1. The yield is 0.0900. (2) The reactants are C[Si](C)(C)[N-][Si](C)(C)C.[Li+].[C:11]([O:15][C:16]([C@@:18]1([CH2:33][CH2:34]Br)[CH:22]([F:23])[C:21](=[O:24])[N:20]([C@@H:25]([C:27]2[CH:32]=[CH:31][CH:30]=[CH:29][CH:28]=2)[CH3:26])[CH2:19]1)=[O:17])([CH3:14])([CH3:13])[CH3:12]. The catalyst is O1CCCC1. The product is [C:11]([O:15][C:16]([C@@:18]12[CH2:33][CH2:34][C@:22]1([F:23])[C:21](=[O:24])[N:20]([C@@H:25]([C:27]1[CH:32]=[CH:31][CH:30]=[CH:29][CH:28]=1)[CH3:26])[CH2:19]2)=[O:17])([CH3:14])([CH3:13])[CH3:12]. The yield is 0.860. (3) The reactants are [NH2:1][CH2:2][C:3]1[C:4]([CH2:20][C:21]([CH3:24])([CH3:23])[CH3:22])=[N:5][C:6]([CH3:19])=[C:7]([C:11]=1[C:12]1[CH:17]=[CH:16][C:15]([CH3:18])=[CH:14][CH:13]=1)[C:8]([OH:10])=[O:9].O.[C:26]([OH:35])(=[O:34])[CH:27]([CH:29]([C:31]([OH:33])=[O:32])[OH:30])[OH:28]. The catalyst is C(#N)C. The product is [C:26]([OH:35])(=[O:34])[CH:27]([CH:29]([C:31]([OH:33])=[O:32])[OH:30])[OH:28].[NH2:1][CH2:2][C:3]1[C:4]([CH2:20][C:21]([CH3:24])([CH3:23])[CH3:22])=[N:5][C:6]([CH3:19])=[C:7]([C:11]=1[C:12]1[CH:17]=[CH:16][C:15]([CH3:18])=[CH:14][CH:13]=1)[C:8]([OH:10])=[O:9]. The yield is 0.770. (4) The reactants are [C:1]([O:6][CH2:7][CH3:8])(=[O:5])[CH2:2][CH2:3][CH3:4].[H-].[Na+].[C:11]([O:19]CC)(=O)[C:12]1[CH:17]=[CH:16][CH:15]=[CH:14][CH:13]=1.[Cl-].[NH4+]. The catalyst is O.COCCOC. The product is [C:11]([CH:2]([CH2:3][CH3:4])[C:1]([O:6][CH2:7][CH3:8])=[O:5])(=[O:19])[C:12]1[CH:13]=[CH:14][CH:15]=[CH:16][CH:17]=1. The yield is 0.480. (5) The reactants are [H-].[Na+].[NH2:3][C:4]1[CH:9]=[CH:8][CH:7]=[CH:6][C:5]=1[S:10]([CH:13]([CH3:15])[CH3:14])(=[O:12])=[O:11].[Cl:16][C:17]1[N:22]=[C:21](Cl)[CH:20]=[CH:19][N:18]=1. The catalyst is CN(C=O)C. The product is [Cl:16][C:17]1[N:22]=[C:21]([NH:3][C:4]2[CH:9]=[CH:8][CH:7]=[CH:6][C:5]=2[S:10]([CH:13]([CH3:15])[CH3:14])(=[O:12])=[O:11])[CH:20]=[CH:19][N:18]=1. The yield is 0.170.